This data is from Full USPTO retrosynthesis dataset with 1.9M reactions from patents (1976-2016). The task is: Predict the reactants needed to synthesize the given product. Given the product [CH2:13]([C:17]1[N:18]=[C:19]([CH3:47])[N:20]([C:39]2[CH:44]=[CH:43][C:42]([CH3:45])=[C:41]([CH3:46])[CH:40]=2)[C:21](=[O:38])[C:22]=1[CH2:23][C:24]1[CH:25]=[CH:26][C:27]([C:30]2[CH:35]=[CH:34][CH:33]=[CH:32][C:31]=2[C:36]2[NH:3][C:4](=[O:7])[O:5][N:37]=2)=[CH:28][CH:29]=1)[CH2:14][CH2:15][CH3:16], predict the reactants needed to synthesize it. The reactants are: [Cl-].O[NH3+:3].[C:4](=[O:7])([O-])[OH:5].[Na+].CS(C)=O.[CH2:13]([C:17]1[N:18]=[C:19]([CH3:47])[N:20]([C:39]2[CH:44]=[CH:43][C:42]([CH3:45])=[C:41]([CH3:46])[CH:40]=2)[C:21](=[O:38])[C:22]=1[CH2:23][C:24]1[CH:29]=[CH:28][C:27]([C:30]2[C:31]([C:36]#[N:37])=[CH:32][CH:33]=[CH:34][CH:35]=2)=[CH:26][CH:25]=1)[CH2:14][CH2:15][CH3:16].